Dataset: Catalyst prediction with 721,799 reactions and 888 catalyst types from USPTO. Task: Predict which catalyst facilitates the given reaction. (1) Reactant: [Br:1][C:2]1[CH:10]=[CH:9][C:8]([F:11])=[CH:7][C:3]=1[C:4]([OH:6])=[O:5].[N+:12]([O-])([OH:14])=[O:13]. Product: [Br:1][C:2]1[C:10]([N+:12]([O-:14])=[O:13])=[CH:9][C:8]([F:11])=[CH:7][C:3]=1[C:4]([OH:6])=[O:5]. The catalyst class is: 65. (2) Reactant: Cl[C:2]1[CH:7]=[C:6]([O:8][CH3:9])[C:5]([N+:10]([O-:12])=[O:11])=[CH:4][N:3]=1.[CH3:13][S-:14].[Na+].O.C(Cl)Cl. Product: [CH3:9][O:8][C:6]1[C:5]([N+:10]([O-:12])=[O:11])=[CH:4][N:3]=[C:2]([S:14][CH3:13])[CH:7]=1. The catalyst class is: 3. (3) Reactant: Br[CH2:2][CH2:3][N:4]([S:28]([CH3:31])(=[O:30])=[O:29])[C:5]1[C:6]([CH:25]2[CH2:27][CH2:26]2)=[CH:7][C:8]2[C:12]([CH:13]=1)=[N:11][N:10]([C:14]1[CH:19]=[CH:18][C:17]([Cl:20])=[CH:16][CH:15]=1)[C:9]=2[C:21]([NH:23][CH3:24])=[O:22].Cl.[NH:33]1[CH2:36][CH:35]([OH:37])[CH2:34]1.C(=O)([O-])[O-].[K+].[K+]. Product: [Cl:20][C:17]1[CH:18]=[CH:19][C:14]([N:10]2[C:9]([C:21]([NH:23][CH3:24])=[O:22])=[C:8]3[C:12]([CH:13]=[C:5]([N:4]([CH2:3][CH2:2][N:33]4[CH2:36][CH:35]([OH:37])[CH2:34]4)[S:28]([CH3:31])(=[O:30])=[O:29])[C:6]([CH:25]4[CH2:27][CH2:26]4)=[CH:7]3)=[N:11]2)=[CH:15][CH:16]=1. The catalyst class is: 23. (4) Reactant: O=P(Cl)(Cl)Cl.[CH2:6]([N:13](/[CH:17]=[CH:18]/[CH2:19][CH3:20])C(=O)C)[C:7]1[CH:12]=CC=CC=1.[ClH:21]. Product: [Cl:21][C:6]1[CH:7]=[CH:12][C:18]([CH2:19][CH3:20])=[CH:17][N:13]=1. The catalyst class is: 3.